This data is from Catalyst prediction with 721,799 reactions and 888 catalyst types from USPTO. The task is: Predict which catalyst facilitates the given reaction. (1) The catalyst class is: 11. Reactant: [Br-].[Br:2][C:3]1[CH:28]=[CH:27][C:6]([CH2:7][P+](C2C=CC=CC=2)(C2C=CC=CC=2)C2C=CC=CC=2)=[CH:5][CH:4]=1.C[Si]([N-][Si](C)(C)C)(C)C.[K+].[Cl:39][C:40]1[CH:41]=[C:42]([CH:45]=[C:46]([N:48]2[CH:52]=[CH:51][N:50]=[CH:49]2)[CH:47]=1)[CH:43]=O. Product: [Br:2][C:3]1[CH:4]=[CH:5][C:6](/[CH:7]=[CH:43]/[C:42]2[CH:45]=[C:46]([N:48]3[CH:52]=[CH:51][N:50]=[CH:49]3)[CH:47]=[C:40]([Cl:39])[CH:41]=2)=[CH:27][CH:28]=1. (2) Reactant: C([O:8][C:9]1[CH:10]=[C:11]([C@@H:23]([O:62][Si:63]([C:66]([CH3:69])([CH3:68])[CH3:67])([CH3:65])[CH3:64])[CH2:24][NH:25][CH2:26][CH2:27][C:28]2[CH:61]=[CH:60][C:31]([O:32][CH2:33][CH2:34][CH2:35][CH2:36][C:37]3[CH:42]=[CH:41][C:40]([OH:43])=[C:39]([C@@H:44]([C:54]4[CH:59]=[CH:58][CH:57]=[CH:56][CH:55]=4)[CH2:45][CH2:46][N:47]([CH:51]([CH3:53])[CH3:52])[CH:48]([CH3:50])[CH3:49])[CH:38]=3)=[CH:30][CH:29]=2)[CH:12]=[C:13]([O:15]CC2C=CC=CC=2)[CH:14]=1)C1C=CC=CC=1.C([O-])=O.[NH4+]. Product: [Si:63]([O:62][C@H:23]([C:11]1[CH:12]=[C:13]([OH:15])[CH:14]=[C:9]([OH:8])[CH:10]=1)[CH2:24][NH:25][CH2:26][CH2:27][C:28]1[CH:61]=[CH:60][C:31]([O:32][CH2:33][CH2:34][CH2:35][CH2:36][C:37]2[CH:42]=[CH:41][C:40]([OH:43])=[C:39]([C@@H:44]([C:54]3[CH:55]=[CH:56][CH:57]=[CH:58][CH:59]=3)[CH2:45][CH2:46][N:47]([CH:48]([CH3:50])[CH3:49])[CH:51]([CH3:53])[CH3:52])[CH:38]=2)=[CH:30][CH:29]=1)([C:66]([CH3:69])([CH3:67])[CH3:68])([CH3:65])[CH3:64]. The catalyst class is: 105.